Dataset: Forward reaction prediction with 1.9M reactions from USPTO patents (1976-2016). Task: Predict the product of the given reaction. Given the reactants [C:1]([O:5][CH2:6][CH2:7][CH2:8][CH2:9][CH2:10][CH2:11][CH2:12][CH2:13][CH2:14][CH2:15][CH2:16][CH2:17][CH2:18][CH2:19][CH2:20][CH2:21][CH2:22][CH2:23][CH2:24][CH3:25])(=[O:4])[CH:2]=[CH2:3].[C:26]([O:31][CH2:32][CH2:33][CH2:34][CH2:35][CH2:36][CH2:37][CH2:38][CH2:39][CH2:40][CH2:41][CH2:42][CH3:43])(=[O:30])[C:27]([CH3:29])=[CH2:28].[C:44]1(=[O:50])[O:49][C:47](=[O:48])[CH:46]=[CH:45]1, predict the reaction product. The product is: [C:1]([O:5][CH2:6][CH2:7][CH2:8][CH2:9][CH2:10][CH2:11][CH2:12][CH2:13][CH2:14][CH2:15][CH2:16][CH2:17][CH2:18][CH2:19][CH2:20][CH2:21][CH2:22][CH2:23][CH2:24][CH3:25])(=[O:4])[CH:2]=[CH2:3].[C:26]([O:31][CH2:32][CH2:33][CH2:34][CH2:35][CH2:36][CH2:37][CH2:38][CH2:39][CH2:40][CH2:41][CH2:42][CH3:43])(=[O:30])[C:27]([CH3:29])=[CH2:28].[C:47]1(=[O:48])[O:49][C:44](=[O:50])[CH:45]=[CH:46]1.